Dataset: Forward reaction prediction with 1.9M reactions from USPTO patents (1976-2016). Task: Predict the product of the given reaction. (1) Given the reactants Br[C:2]1[C:3]([CH3:27])=[N:4][N:5]([C:20]2[CH:25]=[CH:24][CH:23]=[CH:22][C:21]=2[CH3:26])[C:6]=1[NH:7][C:8]1[CH:17]=[CH:16][C:15]([O:18][CH3:19])=[CH:14][C:9]=1[C:10]([O:12]C)=[O:11].[S:28]1[C:32](B(O)O)=[CH:31][C:30]2[CH:36]=[CH:37][CH:38]=[CH:39][C:29]1=2.C([O-])([O-])=O.[Na+].[Na+].N#N, predict the reaction product. The product is: [S:28]1[C:29]2[CH:39]=[CH:38][CH:37]=[CH:36][C:30]=2[CH:31]=[C:32]1[C:2]1[C:3]([CH3:27])=[N:4][N:5]([C:20]2[CH:25]=[CH:24][CH:23]=[CH:22][C:21]=2[CH3:26])[C:6]=1[NH:7][C:8]1[CH:17]=[CH:16][C:15]([O:18][CH3:19])=[CH:14][C:9]=1[C:10]([OH:12])=[O:11]. (2) The product is: [CH3:1][O:2][C:3]1[N:4]=[CH:5][C:6]([C:9](=[O:11])/[CH:10]=[N:12]/[OH:13])=[CH:7][CH:8]=1. Given the reactants [CH3:1][O:2][C:3]1[CH:8]=[CH:7][C:6]([C:9](=[O:11])[CH3:10])=[CH:5][N:4]=1.[N:12](OC(C)(C)C)=[O:13].CC([O-])(C)C.[K+].Cl, predict the reaction product. (3) Given the reactants [C:1]([O:5][C:6]([N:8]1[CH2:15][CH:14]2[N:16]([C:17]([O:19][C:20]([CH3:23])([CH3:22])[CH3:21])=[O:18])[CH:10]([CH2:11][C:12]([C:40]3[S:41][C:42]([CH2:46][CH2:47][O:48][Si](C(C)(C)C)(C)C)=[C:43]([CH3:45])[N:44]=3)=[C:13]2[C:24](=[O:39])[N:25]([CH:36]2[CH2:38][CH2:37]2)[CH2:26][C:27]2[CH:32]=[CH:31][CH:30]=[C:29]([O:33][CH3:34])[C:28]=2[CH3:35])[CH2:9]1)=[O:7])([CH3:4])([CH3:3])[CH3:2].CCCC[N+](CCCC)(CCCC)CCCC.[F-], predict the reaction product. The product is: [C:1]([O:5][C:6]([N:8]1[CH2:15][CH:14]2[N:16]([C:17]([O:19][C:20]([CH3:22])([CH3:21])[CH3:23])=[O:18])[CH:10]([CH2:11][C:12]([C:40]3[S:41][C:42]([CH2:46][CH2:47][OH:48])=[C:43]([CH3:45])[N:44]=3)=[C:13]2[C:24](=[O:39])[N:25]([CH:36]2[CH2:38][CH2:37]2)[CH2:26][C:27]2[CH:32]=[CH:31][CH:30]=[C:29]([O:33][CH3:34])[C:28]=2[CH3:35])[CH2:9]1)=[O:7])([CH3:4])([CH3:2])[CH3:3]. (4) Given the reactants [C:1](Cl)(=O)[C:2]([Cl:4])=[O:3].[CH:7]([C:10]1[CH:15]=[CH:14][C:13]([C:16]2C(C(O)=O)=[CH:18][CH:19]=[CH:20][CH:21]=2)=[CH:12][CH:11]=1)([CH3:9])[CH3:8], predict the reaction product. The product is: [CH:7]([C:10]1[CH:11]=[CH:12][C:13]([C:16]2[C:1]([C:2]([Cl:4])=[O:3])=[CH:18][CH:19]=[CH:20][CH:21]=2)=[CH:14][CH:15]=1)([CH3:9])[CH3:8]. (5) Given the reactants [As:1]([C:3]1[CH:8]=[CH:7][C:6]([NH:9][C:10]([CH2:12][S:13][CH2:14][CH2:15][C:16]([NH:18][C@H:19]([C:24]([OH:26])=[O:25])[CH2:20][C:21](O)=O)=[O:17])=[O:11])=[CH:5][CH:4]=1)=[O:2].SCCC(N[C@H](C([O-])=O)CC[C:36]([O-:38])=[O:37])=O.[Na+].[Na+].C(=O)(O)[O-].C1(P(C2C=CC=CC=2)C2C=CC=CC=2)C=CC=CC=1, predict the reaction product. The product is: [As:1]([C:3]1[CH:8]=[CH:7][C:6]([NH:9][C:10]([CH2:12][S:13][CH2:14][CH2:15][C:16]([NH:18][C@H:19]([C:24]([OH:26])=[O:25])[CH2:20][CH2:21][C:36]([OH:38])=[O:37])=[O:17])=[O:11])=[CH:5][CH:4]=1)=[O:2]. (6) Given the reactants [CH3:1][C:2]([S:11][C:12]1[CH:17]=[CH:16][C:15]([CH2:18][N:19]([CH2:36][C:37]2[S:38][CH:39]=[CH:40][N:41]=2)[C:20]2[CH:25]=[C:24]([C:26]3[CH:31]=[CH:30][CH:29]=[C:28]([C:32]([F:35])([F:34])[F:33])[CH:27]=3)[N:23]=[CH:22][N:21]=2)=[CH:14][CH:13]=1)([CH3:10])[C:3]([O:5]C(C)(C)C)=[O:4].C(O)(C(F)(F)F)=O, predict the reaction product. The product is: [CH3:10][C:2]([S:11][C:12]1[CH:17]=[CH:16][C:15]([CH2:18][N:19]([CH2:36][C:37]2[S:38][CH:39]=[CH:40][N:41]=2)[C:20]2[CH:25]=[C:24]([C:26]3[CH:31]=[CH:30][CH:29]=[C:28]([C:32]([F:34])([F:33])[F:35])[CH:27]=3)[N:23]=[CH:22][N:21]=2)=[CH:14][CH:13]=1)([CH3:1])[C:3]([OH:5])=[O:4].